Task: Predict the product of the given reaction.. Dataset: Forward reaction prediction with 1.9M reactions from USPTO patents (1976-2016) (1) Given the reactants [H-].C([Al+]CC(C)C)C(C)C.[CH:11]1([C:14]2[CH:15]=[C:16]([CH:22]=[C:23]([OH:26])[C:24]=2[I:25])[C:17](OCC)=[O:18])[CH2:13][CH2:12]1.O.O.O.O.O.O.O.O.O.O.S([O-])([O-])(=O)=O.[Na+].[Na+], predict the reaction product. The product is: [CH:11]1([C:14]2[C:24]([I:25])=[C:23]([OH:26])[CH:22]=[C:16]([CH2:17][OH:18])[CH:15]=2)[CH2:12][CH2:13]1. (2) Given the reactants Cl[C:2]1[N:7]=[C:6]([N:8]([CH3:13])[S:9]([CH3:12])(=[O:11])=[O:10])[C:5]([Cl:14])=[C:4]([NH:15][C:16]2[CH:20]=[C:19]([O:21][CH3:22])[NH:18][N:17]=2)[N:3]=1.ClC1C(NC2C=C(OC)NN=2)=NC([NH:30][C@H:31]([C:33]2[N:38]=[CH:37][C:36]([F:39])=[CH:35][N:34]=2)[CH3:32])=NC=1.CCN(C(C)C)C(C)C, predict the reaction product. The product is: [Cl:14][C:5]1[C:6]([N:8]([CH3:13])[S:9]([CH3:12])(=[O:11])=[O:10])=[N:7][C:2]([NH:30][C@H:31]([C:33]2[N:38]=[CH:37][C:36]([F:39])=[CH:35][N:34]=2)[CH3:32])=[N:3][C:4]=1[NH:15][C:16]1[CH:20]=[C:19]([O:21][CH3:22])[NH:18][N:17]=1. (3) Given the reactants [F:1][C:2]1[C:3]([C:22]2[S:26][C:25]([C:27]3([OH:31])[CH2:30][CH2:29][CH2:28]3)=[N:24][CH:23]=2)=[C:4]2[CH:10]=[C:9](I)[N:8]([S:12]([C:15]3[CH:21]=[CH:20][C:18]([CH3:19])=[CH:17][CH:16]=3)(=[O:14])=[O:13])[C:5]2=[N:6][CH:7]=1.[CH3:32][S:33]([C:36]1[CH:37]=[C:38](B(O)O)[CH:39]=[CH:40][CH:41]=1)(=[O:35])=[O:34].C(=O)(O)[O-], predict the reaction product. The product is: [F:1][C:2]1[C:3]([C:22]2[S:26][C:25]([C:27]3([OH:31])[CH2:30][CH2:29][CH2:28]3)=[N:24][CH:23]=2)=[C:4]2[CH:10]=[C:9]([C:40]3[CH:39]=[CH:38][CH:37]=[C:36]([S:33]([CH3:32])(=[O:35])=[O:34])[CH:41]=3)[N:8]([S:12]([C:15]3[CH:21]=[CH:20][C:18]([CH3:19])=[CH:17][CH:16]=3)(=[O:14])=[O:13])[C:5]2=[N:6][CH:7]=1.